Dataset: Peptide-MHC class I binding affinity with 185,985 pairs from IEDB/IMGT. Task: Regression. Given a peptide amino acid sequence and an MHC pseudo amino acid sequence, predict their binding affinity value. This is MHC class I binding data. (1) The peptide sequence is ETIQVTISSY. The MHC is HLA-A30:02 with pseudo-sequence HLA-A30:02. The binding affinity (normalized) is 0.647. (2) The peptide sequence is TLLGCWSFVL. The MHC is HLA-A68:02 with pseudo-sequence HLA-A68:02. The binding affinity (normalized) is 0.0585.